Dataset: Full USPTO retrosynthesis dataset with 1.9M reactions from patents (1976-2016). Task: Predict the reactants needed to synthesize the given product. (1) Given the product [Cl:1][C:2]1[C:11]2[C:6](=[CH:7][C:8]([CH2:12][NH:15][C:16]3[CH:23]=[CH:22][C:19]([C:20]#[N:21])=[C:18]([C:24]([F:25])([F:26])[F:27])[CH:17]=3)=[CH:9][CH:10]=2)[N:5]=[C:4]([CH3:14])[CH:3]=1, predict the reactants needed to synthesize it. The reactants are: [Cl:1][C:2]1[C:11]2[C:6](=[CH:7][C:8]([CH:12]=O)=[CH:9][CH:10]=2)[N:5]=[C:4]([CH3:14])[CH:3]=1.[NH2:15][C:16]1[CH:23]=[CH:22][C:19]([C:20]#[N:21])=[C:18]([C:24]([F:27])([F:26])[F:25])[CH:17]=1.Cl.[BH4-].[Na+]. (2) Given the product [CH2:30]([N:14]1[C:15](=[O:29])[C@H:16]([NH:18][C:19]([N:68]2[CH2:67][CH2:66][CH:65]([N:64]3[CH2:63][C:62]4[C:57](=[CH:58][CH:59]=[CH:60][CH:61]=4)[NH:56][C:39]3=[O:40])[CH2:70][CH2:69]2)=[O:20])[CH2:17][C:9]2[CH:8]=[C:7]3[C:12](=[CH:11][C:10]=2[CH2:13]1)[NH:4][N:5]=[CH:6]3)[C:31]1[CH:36]=[CH:35][CH:34]=[CH:33][CH:32]=1, predict the reactants needed to synthesize it. The reactants are: C([N:4]1[C:12]2[C:7](=[CH:8][C:9]3[CH2:17][C@@H:16]([NH:18][C:19](=O)[O:20]CC4C=CC=CC=4)[C:15](=[O:29])[N:14]([CH2:30][C:31]4[CH:36]=[CH:35][CH:34]=[CH:33][CH:32]=4)[CH2:13][C:10]=3[CH:11]=2)[CH:6]=[N:5]1)(=O)C.[H][H].[C:39](Cl)(Cl)=[O:40].C1(C)C=CC=CC=1.C([O-])(=O)C.O=C1[N:64]([CH:65]2[CH2:70][CH2:69][NH2+:68][CH2:67][CH2:66]2)[CH2:63][C:62]2[C:57](=[CH:58][CH:59]=[CH:60][CH:61]=2)[NH:56]1.C(=O)([O-])[O-].[K+].[K+]. (3) Given the product [CH2:35]([C:16]1[C:17]2[C:22](=[CH:21][CH:20]=[CH:19][C:18]=2[NH:23][C:24]([C:26]2[N:30]3[CH:31]=[CH:32][CH:33]=[CH:34][C:29]3=[N:28][CH:27]=2)=[O:25])[N:14]([CH2:13][C:9]2[CH:10]=[CH:11][CH:12]=[C:7]([CH:40]=[CH2:41])[N:8]=2)[N:15]=1)[CH3:36], predict the reactants needed to synthesize it. The reactants are: FC(F)(F)S(O[C:7]1[CH:12]=[CH:11][CH:10]=[C:9]([CH2:13][N:14]2[C:22]3[C:17](=[C:18]([NH:23][C:24]([C:26]4[N:30]5[CH:31]=[CH:32][CH:33]=[CH:34][C:29]5=[N:28][CH:27]=4)=[O:25])[CH:19]=[CH:20][CH:21]=3)[C:16]([CH2:35][CH3:36])=[N:15]2)[N:8]=1)(=O)=O.[B-](F)(F)(F)[CH:40]=[CH2:41].[K+].C(N(CC)CC)C.